This data is from Catalyst prediction with 721,799 reactions and 888 catalyst types from USPTO. The task is: Predict which catalyst facilitates the given reaction. (1) Product: [Cl:17][C:14]1[CH:15]=[C:16]2[NH:8][C:9](=[O:34])[C:10]3([CH:18]([C:19]4[CH:24]=[C:23]([Cl:25])[CH:22]=[CH:21][C:20]=4[O:26][C:27]([C:30]([O:32][CH3:33])=[O:31])([CH3:29])[CH3:28])[CH2:45][C:44](=[O:46])[NH:43][CH:42]3[C:40]3[CH:41]=[C:36]([CH3:35])[CH:37]=[CH:38][C:39]=3[O:51][CH3:52])[C:11]2=[CH:12][CH:13]=1. Reactant: C(OC([N:8]1[C:16]2[C:11](=[CH:12][CH:13]=[C:14]([Cl:17])[CH:15]=2)/[C:10](=[CH:18]/[C:19]2[CH:24]=[C:23]([Cl:25])[CH:22]=[CH:21][C:20]=2[O:26][C:27]([C:30]([O:32][CH3:33])=[O:31])([CH3:29])[CH3:28])/[C:9]1=[O:34])=O)(C)(C)C.[CH3:35][C:36]1[CH:37]=[CH:38][C:39]([O:51][CH3:52])=[C:40]([CH:42]=[N:43][C:44]([O:46][Si](C)(C)C)=[CH2:45])[CH:41]=1. The catalyst class is: 11. (2) Reactant: C(O)C.[C:4]([O:7][CH2:8][C:9]1[N:13]2[C:14]3[CH:45]=[CH:44][C:43]([Cl:46])=[CH:42][C:15]=3[C@@H:16]([C:32]3[CH:37]=[CH:36][CH:35]=[C:34]([O:38][CH3:39])[C:33]=3[O:40][CH3:41])[O:17][C@H:18]([CH2:19][CH2:20][N:21]3[N:25]=[N:24][C:23]([CH2:26][C:27]([O:29][CH2:30][CH3:31])=[O:28])=[N:22]3)[C:12]2=[CH:11][CH:10]=1)(=O)[CH3:5].FC(F)(F)C(O)=O. Product: [Cl:46][C:43]1[CH:44]=[CH:45][C:14]2[N:13]3[C:9]([CH2:8][O:7][CH2:4][CH3:5])=[CH:10][CH:11]=[C:12]3[C@@H:18]([CH2:19][CH2:20][N:21]3[N:25]=[N:24][C:23]([CH2:26][C:27]([O:29][CH2:30][CH3:31])=[O:28])=[N:22]3)[O:17][C@H:16]([C:32]3[CH:37]=[CH:36][CH:35]=[C:34]([O:38][CH3:39])[C:33]=3[O:40][CH3:41])[C:15]=2[CH:42]=1. The catalyst class is: 2.